This data is from NCI-60 drug combinations with 297,098 pairs across 59 cell lines. The task is: Regression. Given two drug SMILES strings and cell line genomic features, predict the synergy score measuring deviation from expected non-interaction effect. Drug 1: C(CCl)NC(=O)N(CCCl)N=O. Drug 2: COCCOC1=C(C=C2C(=C1)C(=NC=N2)NC3=CC=CC(=C3)C#C)OCCOC.Cl. Cell line: HS 578T. Synergy scores: CSS=5.40, Synergy_ZIP=-2.20, Synergy_Bliss=0.790, Synergy_Loewe=0.164, Synergy_HSA=-0.125.